Dataset: Forward reaction prediction with 1.9M reactions from USPTO patents (1976-2016). Task: Predict the product of the given reaction. (1) Given the reactants [C:1](C(CCCCCCCCCN)C(O)=O)([O:3][C:4]([CH3:7])([CH3:6])[CH3:5])=[O:2].CCN=C=N[CH2:27][CH2:28][CH2:29]N(C)C.[CH:33]1[CH:34]=[CH:35][C:36]2N(O)N=[N:39][C:37]=2[CH:38]=1.[C:43]([O:47][C:48](=[O:66])[CH2:49][CH:50]([NH2:65])[CH:51]([OH:64])[CH2:52][O:53][C:54]1[C:59]([F:60])=[C:58]([F:61])[CH:57]=[C:56]([F:62])[C:55]=1[F:63])([CH3:46])([CH3:45])[CH3:44].CN1CC[O:71][CH2:70][CH2:69]1, predict the reaction product. The product is: [C:43]([O:47][C:48](=[O:66])[CH2:49][CH:50]([NH:65][C:70](=[O:71])[CH2:69][CH2:29][CH2:28][CH2:27][CH2:36][CH2:35][CH2:34][CH2:33][CH2:38][CH2:37][NH:39][C:1]([O:3][C:4]([CH3:7])([CH3:6])[CH3:5])=[O:2])[CH:51]([OH:64])[CH2:52][O:53][C:54]1[C:55]([F:63])=[C:56]([F:62])[CH:57]=[C:58]([F:61])[C:59]=1[F:60])([CH3:46])([CH3:44])[CH3:45]. (2) Given the reactants [Br:1][C:2]1[CH:11]=[C:10]2[C:5]([CH:6]=[C:7]([NH:13][C:14]3[CH:18]=[C:17]([CH3:19])[NH:16][N:15]=3)[N:8]=[C:9]2O)=[CH:4][CH:3]=1.O=P(Cl)(Cl)[Cl:22], predict the reaction product. The product is: [Br:1][C:2]1[CH:11]=[C:10]2[C:5]([CH:6]=[C:7]([NH:13][C:14]3[CH:18]=[C:17]([CH3:19])[NH:16][N:15]=3)[N:8]=[C:9]2[Cl:22])=[CH:4][CH:3]=1.